From a dataset of Full USPTO retrosynthesis dataset with 1.9M reactions from patents (1976-2016). Predict the reactants needed to synthesize the given product. (1) Given the product [ClH:15].[N+:1]([C:4]1[CH:5]=[C:6]([NH:10][NH2:11])[CH:7]=[CH:8][CH:9]=1)([O-:3])=[O:2], predict the reactants needed to synthesize it. The reactants are: [N+:1]([C:4]1[CH:5]=[C:6]([NH2:10])[CH:7]=[CH:8][CH:9]=1)([O-:3])=[O:2].[N:11]([O-])=O.[Na+].[ClH:15]. (2) Given the product [Br:1][C:2]1[C:7]2[N:8]=[C:9]([CH3:11])[NH:10][C:6]=2[CH:5]=[C:4]([N:12]2[CH2:18][CH2:17][O:16][CH2:15][CH2:14]2)[CH:3]=1, predict the reactants needed to synthesize it. The reactants are: [Br:1][C:2]1[C:7]2[N:8]=[C:9]([CH3:11])[NH:10][C:6]=2[CH:5]=[C:4]([NH2:12])[CH:3]=1.Br[CH2:14][CH2:15][O:16][CH2:17][CH2:18]Br.CCN(C(C)C)C(C)C. (3) Given the product [Cl:32][C:28]1[C:27]([CH3:33])=[C:26]([S:23]([NH:22][C:19]2[S:20][CH:21]=[C:17]([CH2:16][CH2:15][N:11]3[CH2:12][CH2:13][O:14][CH:8]([OH:4])[C:9]3=[O:10])[N:18]=2)(=[O:25])=[O:24])[CH:31]=[CH:30][CH:29]=1, predict the reactants needed to synthesize it. The reactants are: ClC(Cl)C(Cl)=[O:4].Cl[CH:8](Cl)[C:9]([N:11]([CH2:15][CH2:16][C:17]1[N:18]=[C:19]([NH:22][S:23]([C:26]2[CH:31]=[CH:30][CH:29]=[C:28]([Cl:32])[C:27]=2[CH3:33])(=[O:25])=[O:24])[S:20][CH:21]=1)[CH2:12][CH2:13][OH:14])=[O:10].[OH-].[K+].Cl. (4) Given the product [C:8]([C:11]1[C:12]([NH:25][C:26]2[CH:31]=[CH:30][C:29]([S:32]([C:35]([F:38])([F:36])[F:37])(=[O:33])=[O:34])=[CH:28][CH:27]=2)=[N:13][N:14]([C:16]2([CH2:22][C:23]#[N:24])[CH2:21][CH2:20][N:19]([C:49]([O:51][CH3:52])=[O:50])[CH2:18][CH2:17]2)[CH:15]=1)(=[O:10])[NH2:9], predict the reactants needed to synthesize it. The reactants are: FC(F)(F)C([O-])=O.[C:8]([C:11]1[C:12]([NH:25][C:26]2[CH:31]=[CH:30][C:29]([S:32]([C:35]([F:38])([F:37])[F:36])(=[O:34])=[O:33])=[CH:28][CH:27]=2)=[N:13][N:14]([C:16]2([CH2:22][C:23]#[N:24])[CH2:21][CH2:20][NH2+:19][CH2:18][CH2:17]2)[CH:15]=1)(=[O:10])[NH2:9].CCN(C(C)C)C(C)C.Cl[C:49]([O:51][CH3:52])=[O:50].